Dataset: Reaction yield outcomes from USPTO patents with 853,638 reactions. Task: Predict the reaction yield, written as a fraction of the theoretical maximum amount of product (1.0 means a 100% yield; for example, 0.34 means a 34% yield). The reactants are [Br:1][C:2]1[CH:7]=[C:6]([N+:8]([O-:10])=[O:9])[CH:5]=[CH:4][C:3]=1[OH:11].C1(P(C2C=CC=CC=2)C2C=CC=CC=2)C=CC=CC=1.[F:31][C:32]1[CH:33]=[C:34]([CH:37]=[CH:38][CH:39]=1)[CH2:35]O.CC(OC(/N=N/C(OC(C)C)=O)=O)C. The catalyst is C1COCC1.O.CCOC(C)=O. The product is [Br:1][C:2]1[CH:7]=[C:6]([N+:8]([O-:10])=[O:9])[CH:5]=[CH:4][C:3]=1[O:11][CH2:35][C:34]1[CH:37]=[CH:38][CH:39]=[C:32]([F:31])[CH:33]=1. The yield is 0.680.